From a dataset of Catalyst prediction with 721,799 reactions and 888 catalyst types from USPTO. Predict which catalyst facilitates the given reaction. (1) Reactant: [CH2:1]([NH:4][C:5]1[C:10]([C:11]([OH:13])=O)=[CH:9][N:8]=[C:7]([NH:14][CH2:15][CH2:16][C:17]2[CH:22]=[CH:21][N:20]=[CH:19][CH:18]=2)[N:6]=1)[CH2:2][CH3:3].Cl.C(N=C=NCCCN(C)C)C.O.ON1C2C=CC=CC=2N=N1.C(N(CC)C(C)C)(C)C.[C:55]([NH:62][CH2:63][CH2:64][CH2:65][NH2:66])([O:57][C:58]([CH3:61])([CH3:60])[CH3:59])=[O:56].C(=O)([O-])O.[Na+]. Product: [CH2:1]([NH:4][C:5]1[C:10]([C:11]([NH:66][CH2:65][CH2:64][CH2:63][NH:62][C:55](=[O:56])[O:57][C:58]([CH3:60])([CH3:59])[CH3:61])=[O:13])=[CH:9][N:8]=[C:7]([NH:14][CH2:15][CH2:16][C:17]2[CH:22]=[CH:21][N:20]=[CH:19][CH:18]=2)[N:6]=1)[CH2:2][CH3:3]. The catalyst class is: 434. (2) Reactant: Br[C:2]1[CH:3]=[C:4]([CH:7]=[C:8]([F:10])[CH:9]=1)[C:5]#[N:6].[B:11]1([B:11]2[O:15][C:14]([CH3:17])([CH3:16])[C:13]([CH3:19])([CH3:18])[O:12]2)[O:15][C:14]([CH3:17])([CH3:16])[C:13]([CH3:19])([CH3:18])[O:12]1.CC([O-])=O.[K+]. Product: [F:10][C:8]1[CH:7]=[C:4]([CH:3]=[C:2]([B:11]2[O:15][C:14]([CH3:17])([CH3:16])[C:13]([CH3:19])([CH3:18])[O:12]2)[CH:9]=1)[C:5]#[N:6]. The catalyst class is: 75. (3) Reactant: [NH2:1][C:2]1[CH:7]=[C:6]([F:8])[CH:5]=[CH:4][C:3]=1[C:9]([NH:11][C@:12]([CH:18]1[CH2:23][CH2:22][CH2:21][CH2:20][CH2:19]1)([C:14]([O:16][CH3:17])=[O:15])[CH3:13])=[O:10].[Cl:24][C:25]1[CH:30]=[C:29]([O:31][C:32]([F:35])([F:34])[F:33])[CH:28]=[C:27]([Cl:36])[C:26]=1[N:37]=[C:38]=[O:39].CCCCCC.C(OCC)(=O)C. Product: [CH:18]1([C@@:12]([C:14]([O:16][CH3:17])=[O:15])([CH3:13])[NH:11][C:9]([C:3]2[CH:4]=[CH:5][C:6]([F:8])=[CH:7][C:2]=2[NH:1][C:38]([NH:37][C:26]2[C:27]([Cl:36])=[CH:28][C:29]([O:31][C:32]([F:33])([F:34])[F:35])=[CH:30][C:25]=2[Cl:24])=[O:39])=[O:10])[CH2:19][CH2:20][CH2:21][CH2:22][CH2:23]1. The catalyst class is: 17.